From a dataset of Reaction yield outcomes from USPTO patents with 853,638 reactions. Predict the reaction yield, written as a fraction of the theoretical maximum amount of product (1.0 means a 100% yield; for example, 0.34 means a 34% yield). (1) The reactants are Cl[C:2]1[C:11]2[C:6](=[CH:7][C:8]([O:14][CH3:15])=[C:9]([O:12][CH3:13])[CH:10]=2)[N:5]=[CH:4][CH:3]=1.[OH:16][C:17]1[CH:18]=[C:19]2[C:23](=[CH:24][CH:25]=1)[NH:22][C:21]([C:26]([O:28][CH2:29][CH3:30])=[O:27])=[CH:20]2.O. The catalyst is CN(C)C1C=CN=CC=1.CC1C=CC=CC=1C. The product is [CH3:13][O:12][C:9]1[CH:10]=[C:11]2[C:6](=[CH:7][C:8]=1[O:14][CH3:15])[N:5]=[CH:4][CH:3]=[C:2]2[O:16][C:17]1[CH:18]=[C:19]2[C:23](=[CH:24][CH:25]=1)[NH:22][C:21]([C:26]([O:28][CH2:29][CH3:30])=[O:27])=[CH:20]2. The yield is 0.300. (2) The reactants are C(OC(=O)[NH:7][CH2:8][C:9]1[CH:14]=[CH:13][C:12]([C:15](=[O:34])[NH:16][C:17]2[CH:26]=[CH:25][C:24]3[CH2:23][CH2:22][CH2:21][CH:20]([N:27]4[CH2:32][CH2:31][N:30]([CH3:33])[CH2:29][CH2:28]4)[C:19]=3[CH:18]=2)=[CH:11][CH:10]=1)(C)(C)C.Cl. The catalyst is ClCCl.CCOCC. The product is [NH2:7][CH2:8][C:9]1[CH:10]=[CH:11][C:12]([C:15]([NH:16][C:17]2[CH:26]=[CH:25][C:24]3[CH2:23][CH2:22][CH2:21][CH:20]([N:27]4[CH2:28][CH2:29][N:30]([CH3:33])[CH2:31][CH2:32]4)[C:19]=3[CH:18]=2)=[O:34])=[CH:13][CH:14]=1. The yield is 1.00. (3) The reactants are [F:1][C:2]1[C:11]2[CH:12]([CH2:14][CH2:15][NH:16][CH2:17][C@H:18]3[O:22][C:21](=[O:23])[N:20]([C:24]4[CH:25]=[CH:26][C:27]5[S:32][CH2:31][C:30](=[O:33])[NH:29][C:28]=5[CH:34]=4)[CH2:19]3)[CH2:13][N:9]3[C:10]=2[C:5]([CH:6]=[CH:7][C:8]3=[O:35])=[CH:4][CH:3]=1.[Si:36]([O:43][CH2:44][CH2:45][CH:46]=O)([C:39]([CH3:42])([CH3:41])[CH3:40])([CH3:38])[CH3:37]. No catalyst specified. The product is [C:39]([Si:36]([CH3:38])([CH3:37])[O:43][CH2:44][CH2:45][CH2:46][N:16]([CH2:17][CH:18]1[O:22][C:21](=[O:23])[N:20]([C:24]2[CH:25]=[CH:26][C:27]3[S:32][CH2:31][C:30](=[O:33])[NH:29][C:28]=3[CH:34]=2)[CH2:19]1)[CH2:15][CH2:14][CH:12]1[C:11]2=[C:10]3[C:5](=[CH:4][CH:3]=[C:2]2[F:1])[CH:6]=[CH:7][C:8](=[O:35])[N:9]3[CH2:13]1)([CH3:42])([CH3:41])[CH3:40]. The yield is 0.750. (4) The reactants are [H-].[Na+].[Br:3][C:4]1[CH:5]=[C:6]2[C:12]([C:13]([O:15][CH3:16])=[O:14])=[N:11][NH:10][C:7]2=[N:8][CH:9]=1.[C:17]1([CH3:27])[CH:22]=[CH:21][C:20]([S:23](Cl)(=[O:25])=[O:24])=[CH:19][CH:18]=1.O. The catalyst is CN(C)C=O. The product is [Br:3][C:4]1[CH:5]=[C:6]2[C:12]([C:13]([O:15][CH3:16])=[O:14])=[N:11][N:10]([S:23]([C:20]3[CH:21]=[CH:22][C:17]([CH3:27])=[CH:18][CH:19]=3)(=[O:25])=[O:24])[C:7]2=[N:8][CH:9]=1. The yield is 1.00.